The task is: Regression. Given two drug SMILES strings and cell line genomic features, predict the synergy score measuring deviation from expected non-interaction effect.. This data is from NCI-60 drug combinations with 297,098 pairs across 59 cell lines. (1) Drug 1: C1=NC2=C(N1)C(=S)N=C(N2)N. Drug 2: CCC1=C2CN3C(=CC4=C(C3=O)COC(=O)C4(CC)O)C2=NC5=C1C=C(C=C5)O. Cell line: KM12. Synergy scores: CSS=38.8, Synergy_ZIP=-13.2, Synergy_Bliss=-12.7, Synergy_Loewe=-8.49, Synergy_HSA=-7.25. (2) Drug 1: CN1C(=O)N2C=NC(=C2N=N1)C(=O)N. Drug 2: C(=O)(N)NO. Cell line: SK-MEL-5. Synergy scores: CSS=-8.98, Synergy_ZIP=6.09, Synergy_Bliss=-0.0855, Synergy_Loewe=-0.103, Synergy_HSA=-8.59. (3) Drug 1: CC1=C(N=C(N=C1N)C(CC(=O)N)NCC(C(=O)N)N)C(=O)NC(C(C2=CN=CN2)OC3C(C(C(C(O3)CO)O)O)OC4C(C(C(C(O4)CO)O)OC(=O)N)O)C(=O)NC(C)C(C(C)C(=O)NC(C(C)O)C(=O)NCCC5=NC(=CS5)C6=NC(=CS6)C(=O)NCCC[S+](C)C)O. Drug 2: CCCCC(=O)OCC(=O)C1(CC(C2=C(C1)C(=C3C(=C2O)C(=O)C4=C(C3=O)C=CC=C4OC)O)OC5CC(C(C(O5)C)O)NC(=O)C(F)(F)F)O. Cell line: SF-268. Synergy scores: CSS=71.6, Synergy_ZIP=-1.27, Synergy_Bliss=-2.34, Synergy_Loewe=3.13, Synergy_HSA=5.70.